Task: Predict which catalyst facilitates the given reaction.. Dataset: Catalyst prediction with 721,799 reactions and 888 catalyst types from USPTO Reactant: C1C=C(Cl)C=C(C(OO)=O)C=1.[Cl:12][C:13]1[CH:18]=[CH:17][CH:16]=[C:15]([Cl:19])[C:14]=1[N:20]1[CH:31]=[CH:30][C:23]2[N:24]=[C:25](SC)[N:26]=[CH:27][C:22]=2[C:21]1=[O:32].CCN(C(C)C)C(C)C.[NH2:42][C:43]1[CH:48]=[C:47]([F:49])[C:46]([N:50]2[CH2:55][CH2:54][N:53]([C:56]([O:58][C:59]([CH3:62])([CH3:61])[CH3:60])=[O:57])[CH2:52][CH2:51]2)=[C:45]([F:63])[CH:44]=1. Product: [Cl:12][C:13]1[CH:18]=[CH:17][CH:16]=[C:15]([Cl:19])[C:14]=1[N:20]1[CH:31]=[CH:30][C:23]2[N:24]=[C:25]([NH:42][C:43]3[CH:48]=[C:47]([F:49])[C:46]([N:50]4[CH2:55][CH2:54][N:53]([C:56]([O:58][C:59]([CH3:61])([CH3:60])[CH3:62])=[O:57])[CH2:52][CH2:51]4)=[C:45]([F:63])[CH:44]=3)[N:26]=[CH:27][C:22]=2[C:21]1=[O:32]. The catalyst class is: 390.